From a dataset of Catalyst prediction with 721,799 reactions and 888 catalyst types from USPTO. Predict which catalyst facilitates the given reaction. (1) Reactant: C([O:9][C:10]1[CH:18]=[CH:17][CH:16]=[C:15]2[C:11]=1[CH2:12][CH2:13][CH:14]2[NH:19][C:20]([NH:22][CH2:23][CH2:24][F:25])=[O:21])(=O)C1C=CC=CC=1.[OH-].[Li+]. Product: [F:25][CH2:24][CH2:23][NH:22][C:20]([NH:19][CH:14]1[C:15]2[C:11](=[C:10]([OH:9])[CH:18]=[CH:17][CH:16]=2)[CH2:12][CH2:13]1)=[O:21]. The catalyst class is: 5. (2) Product: [CH3:1][C:2]1[CH:6]=[C:5]([CH2:7][OH:8])[N:4]([CH:12]([CH3:14])[CH3:13])[N:3]=1. Reactant: [CH3:1][C:2]1[CH:6]=[C:5]([C:7](OCC)=[O:8])[N:4]([CH:12]([CH3:14])[CH3:13])[N:3]=1.[Li+].[BH4-]. The catalyst class is: 7. (3) The catalyst class is: 2. Product: [C:41]([O:40][C:38]([N:28]1[CH2:29][CH2:30][C:31]2[NH:32][C:24]([C:22]([N:19]3[CH2:20][CH2:21][N:16]([S:13]([C:8]4[CH:7]=[CH:6][C:5]5[C:10](=[CH:11][CH:12]=[C:3]([Cl:2])[CH:4]=5)[CH:9]=4)(=[O:15])=[O:14])[CH2:17][CH2:18]3)=[O:23])=[CH:25][C:26]=2[CH2:27]1)=[O:39])([CH3:44])([CH3:43])[CH3:42]. Reactant: Cl.[Cl:2][C:3]1[CH:4]=[C:5]2[C:10](=[CH:11][CH:12]=1)[CH:9]=[C:8]([S:13]([N:16]1[CH2:21][CH2:20][N:19]([C:22]([C:24]3[NH:32][C:31]4[CH2:30][CH2:29][NH:28][CH2:27][C:26]=4[CH:25]=3)=[O:23])[CH2:18][CH2:17]1)(=[O:15])=[O:14])[CH:7]=[CH:6]2.C(=O)(O)[O-].[Na+].[C:38](O[C:38]([O:40][C:41]([CH3:44])([CH3:43])[CH3:42])=[O:39])([O:40][C:41]([CH3:44])([CH3:43])[CH3:42])=[O:39].O. (4) Reactant: [CH3:1][C:2]1([CH3:12])[O:7][CH2:6][C:5]2=[C:8]([NH2:11])[CH:9]=[N:10][N:4]2[CH2:3]1.Cl[C:14]1[N:19]=[C:18]([NH:20][CH3:21])[C:17]([C:22]([F:25])([F:24])[F:23])=[CH:16][N:15]=1. Product: [CH3:1][C:2]1([CH3:12])[O:7][CH2:6][C:5]2=[C:8]([NH:11][C:14]3[N:19]=[C:18]([NH:20][CH3:21])[C:17]([C:22]([F:25])([F:23])[F:24])=[CH:16][N:15]=3)[CH:9]=[N:10][N:4]2[CH2:3]1. The catalyst class is: 218. (5) Reactant: S(=O)(=O)(O)O.[CH2:6]([CH:8]([CH2:11][CH3:12])[CH:9]=O)[CH3:7].[CH2:13]([O:20][C:21]1[CH:28]=[CH:27][C:24]([C:25]#[N:26])=[CH:23][C:22]=1[NH:29]N)[C:14]1[CH:19]=[CH:18][CH:17]=[CH:16][CH:15]=1.[BH4-].[Na+]. Product: [CH2:13]([O:20][C:21]1[CH:28]=[CH:27][C:24]([C:25]#[N:26])=[C:23]2[C:22]=1[NH:29][CH2:9][C:8]2([CH2:11][CH3:12])[CH2:6][CH3:7])[C:14]1[CH:19]=[CH:18][CH:17]=[CH:16][CH:15]=1. The catalyst class is: 8. (6) Reactant: [Cl:1][C:2]1[CH:7]=[CH:6][C:5]([F:8])=[CH:4][C:3]=1[C@H:9]1[CH2:13][CH2:12][CH2:11][N:10]1[C:14]1[CH:19]=[CH:18][N:17]2[N:20]=[CH:21][C:22]([NH:23][C:24]([N:26]3[CH2:29][CH:28]([OH:30])[CH2:27]3)=[O:25])=[C:16]2[N:15]=1.[CH:31]1N=CN(C(N2C=NC=C2)=O)C=1.N1CC[C@H](O)C1. Product: [Cl:1][C:2]1[CH:7]=[CH:6][C:5]([F:8])=[CH:4][C:3]=1[C@H:9]1[CH2:13][CH2:12][CH2:11][N:10]1[C:14]1[CH:19]=[CH:18][N:17]2[N:20]=[CH:21][C:22]([NH:23][C:24]([N:26]3[CH2:31][CH2:27][C@@H:28]([OH:30])[CH2:29]3)=[O:25])=[C:16]2[N:15]=1. The catalyst class is: 2. (7) Reactant: C(O[C:4]([C:6]1[C:7](=[O:39])[C:8]2[CH:13]=[N:12][C:11]([NH:14][C:15]3[CH:20]=[CH:19][C:18]([N:21]4[CH2:26][CH2:25][N:24]([CH3:27])[CH2:23][CH2:22]4)=[CH:17][CH:16]=3)=[N:10][C:9]=2[N:28]([C:30]2[CH:31]=[C:32]3[C:36](=[CH:37][CH:38]=2)[CH2:35][CH2:34][CH2:33]3)[CH:29]=1)=[O:5])C.[CH3:40][NH2:41]. Product: [CH3:40][NH:41][C:4]([C:6]1[C:7](=[O:39])[C:8]2[CH:13]=[N:12][C:11]([NH:14][C:15]3[CH:20]=[CH:19][C:18]([N:21]4[CH2:22][CH2:23][N:24]([CH3:27])[CH2:25][CH2:26]4)=[CH:17][CH:16]=3)=[N:10][C:9]=2[N:28]([C:30]2[CH:31]=[C:32]3[C:36](=[CH:37][CH:38]=2)[CH2:35][CH2:34][CH2:33]3)[CH:29]=1)=[O:5]. The catalyst class is: 5. (8) Product: [S:25]1[C:15]2[C:16]3[CH:24]=[N:23][CH:22]=[CH:21][C:17]=3[O:18][CH2:19][CH2:20][C:14]=2[CH:13]=[C:12]1[C:9]1[N:8]([C:3]2[CH:4]=[CH:5][CH:6]=[CH:7][C:2]=2[Cl:1])[C:31](=[O:32])[NH:11][N:10]=1. Reactant: [Cl:1][C:2]1[CH:7]=[CH:6][CH:5]=[CH:4][C:3]=1[NH:8][C:9]([C:12]1[S:25][C:15]2[C:16]3[CH:24]=[N:23][CH:22]=[CH:21][C:17]=3[O:18][CH2:19][CH2:20][C:14]=2[CH:13]=1)=[N:10][NH2:11].C1N=CN([C:31](N2C=NC=C2)=[O:32])C=1. The catalyst class is: 9.